Dataset: Experimentally validated miRNA-target interactions with 360,000+ pairs, plus equal number of negative samples. Task: Binary Classification. Given a miRNA mature sequence and a target amino acid sequence, predict their likelihood of interaction. (1) The miRNA is hsa-miR-6764-5p with sequence UCCCAGGGUCUGGUCAGAGUUG. The protein sequence of the target gene is MAQHDFAPAWLNFPTPPSSTKSSLNFEKHSENFAWTENRYDVNRRRHNSSDGFDSAIGRPNGGNFGRKEKNGWRTHGRNGTENINHRGGYHGGSSRSRSSIFHAGKSQGLHENNIPDNETGRKEDKRERKQFEAEDFPSLNPEYEREPNHNKSLAAGVWEYPPNPKSRAPRMLVIKKGNTKDLQLSGFPVVGNLPSQPVKNGTGPSVYKGLVPKPAAPPTKPTQWKSQTKENKVGTSFPHESTFGVGNFNAFKSTAKNFSPSTNSVKECNRSNSSSPVDKLNQQPRLTKLTRMRTDKKSE.... Result: 1 (interaction). (2) The miRNA is mmu-miR-7222-3p with sequence UCCAGGACAGUGGGCAGGAGCAG. The protein sequence of the target gene is MRLLLLLLVAASAVVRSEASANLGGVPSKRLKMQYATGPLLKFQICVSUGYRRVFEEYMRVISQRYPDIRIEGENYLPQPIYRHIASFLSVFKLVLIGLIIVGKDPFAFFGMQAPSIWQWGQENKVYACMMVFFLSNMIENQCMSTGAFEITLNDVPVWSKLESGHLPSMQQLVQILDNEMKLNVHMDSIPHHRS. Result: 0 (no interaction).